Predict the reactants needed to synthesize the given product. From a dataset of Full USPTO retrosynthesis dataset with 1.9M reactions from patents (1976-2016). Given the product [F:29][CH:27]([F:28])[CH2:26][N:23]1[CH2:22][CH2:21][CH:20]([O:19][C:18]2[C:13]3[C:12]4[CH:32]=[CH:33][CH:34]=[N:35][C:11]=4[NH:10][C:14]=3[CH:15]=[N:16][C:17]=2[C:30]#[N:31])[CH2:25][CH2:24]1, predict the reactants needed to synthesize it. The reactants are: C1(S([N:10]2[C:14]3[CH:15]=[N:16][C:17]([C:30]#[N:31])=[C:18]([O:19][CH:20]4[CH2:25][CH2:24][N:23]([CH2:26][CH:27]([F:29])[F:28])[CH2:22][CH2:21]4)[C:13]=3[C:12]3[CH:32]=[CH:33][CH:34]=[N:35][C:11]2=3)(=O)=O)C=CC=CC=1.C(=O)([O-])[O-].[K+].[K+].